Task: Predict the reaction yield, written as a fraction of the theoretical maximum amount of product (1.0 means a 100% yield; for example, 0.34 means a 34% yield).. Dataset: Reaction yield outcomes from USPTO patents with 853,638 reactions (1) The reactants are [OH:1][C:2]1[CH:7]=[CH:6][N:5]=[CH:4][CH:3]=1.F[C:9]1[CH:14]=[CH:13][C:12]([N+:15]([O-:17])=[O:16])=[CH:11][CH:10]=1.C([O-])([O-])=O.[K+].[K+]. The catalyst is CN(C=O)C.O. The product is [N:5]1[CH:6]=[CH:7][C:2]([O:1][C:9]2[CH:14]=[CH:13][C:12]([N+:15]([O-:17])=[O:16])=[CH:11][CH:10]=2)=[CH:3][CH:4]=1. The yield is 0.900. (2) The reactants are [Br:1][CH2:2][C@@H:3]([C:5]1[CH:10]=[CH:9][C:8]([O:11][CH2:12][C:13]2[CH:18]=[CH:17][CH:16]=[CH:15][CH:14]=2)=[C:7]([NH:19][CH:20]=[O:21])[CH:6]=1)[OH:4].N1C=CN=C1.[Si:27](Cl)([C:30]([CH3:33])([CH3:32])[CH3:31])([CH3:29])[CH3:28]. The catalyst is CN(C)C=O.C(OC(C)C)(=O)C. The product is [CH2:12]([O:11][C:8]1[CH:9]=[CH:10][C:5]([C@@H:3]([O:4][Si:27]([C:30]([CH3:33])([CH3:32])[CH3:31])([CH3:29])[CH3:28])[CH2:2][Br:1])=[CH:6][C:7]=1[NH:19][CH:20]=[O:21])[C:13]1[CH:14]=[CH:15][CH:16]=[CH:17][CH:18]=1. The yield is 0.680. (3) The reactants are [CH2:1]([O:8][C:9]1[CH:27]=[CH:26][C:12]([CH2:13][C:14]2[CH:18]=[C:17]([C:19]3C(N)=[N:21][CH:22]=[CH:23][CH:24]=3)[O:16][N:15]=2)=[CH:11][CH:10]=1)[C:2]1[CH:7]=[CH:6][CH:5]=[CH:4][CH:3]=1.C=O.N1C=CC=CC=1C.B.FC(F)(F)C(O)=O.[CH3:45][N:46]([CH3:49])[CH:47]=O. The catalyst is C(O)(=O)C. The product is [CH2:1]([O:8][C:9]1[CH:27]=[CH:26][C:12]([CH2:13][C:14]2[CH:18]=[C:17]([C:19]3[C:47]([N:46]([CH3:49])[CH3:45])=[N:21][CH:22]=[CH:23][CH:24]=3)[O:16][N:15]=2)=[CH:11][CH:10]=1)[C:2]1[CH:3]=[CH:4][CH:5]=[CH:6][CH:7]=1. The yield is 0.210. (4) The reactants are [CH3:1][C:2]1[C:6]([CH2:7][N:8]2[CH:12]=[C:11]([N:13]3[C:17](=[O:18])[CH2:16][N:15]([CH2:19][C:20]4[CH:21]=[C:22]([CH:26]=[CH:27][CH:28]=4)[C:23]([OH:25])=O)[C:14]3=[O:29])[CH:10]=[N:9]2)=[C:5]([CH3:30])[O:4][N:3]=1.[CH2:31]([N:33](CC)CC)C.C(Cl)CCl. The catalyst is C(#N)C.Cl. The product is [CH3:1][C:2]1[C:6]([CH2:7][N:8]2[CH:12]=[C:11]([N:13]3[C:17](=[O:18])[CH2:16][N:15]([CH2:19][C:20]4[CH:21]=[C:22]([CH:26]=[CH:27][CH:28]=4)[C:23]([NH:33][CH3:31])=[O:25])[C:14]3=[O:29])[CH:10]=[N:9]2)=[C:5]([CH3:30])[O:4][N:3]=1. The yield is 0.250.